This data is from Forward reaction prediction with 1.9M reactions from USPTO patents (1976-2016). The task is: Predict the product of the given reaction. Given the reactants [CH3:1][N:2]1[C@H:11]2[CH2:12][C:13]3[CH:18]=[CH:17][C:16]([O:19][CH3:20])=[CH:15][C:14]=3[C@:5]3([C@@H:10]2[CH2:9][CH2:8][CH2:7][CH2:6]3)[CH2:4][CH2:3]1.Br.Cl, predict the reaction product. The product is: [CH3:1][N:2]1[C@H:11]2[CH2:12][C:13]3[CH:18]=[CH:17][C:16]([O:19][CH3:20])=[CH:15][C:14]=3[C@:5]3([C@@H:10]2[CH2:9][CH2:8][CH2:7][CH2:6]3)[CH2:4][CH2:3]1.